Dataset: Forward reaction prediction with 1.9M reactions from USPTO patents (1976-2016). Task: Predict the product of the given reaction. (1) Given the reactants [C:1](O[C:1](=[O:4])[CH2:2][CH3:3])(=[O:4])[CH2:2][CH3:3].[NH2:10][CH2:11][C@H:12]1[O:16][C:15](=[O:17])[N:14]([C:18]2[CH:19]=[C:20]3[C:24](=[C:25]([F:27])[CH:26]=2)[N:23]([CH2:28][CH2:29][F:30])[C:22](=[O:31])[CH2:21]3)[CH2:13]1.C(N(C(C)C)CC)(C)C, predict the reaction product. The product is: [F:27][C:25]1[CH:26]=[C:18]([N:14]2[CH2:13][C@H:12]([CH2:11][NH:10][C:1](=[O:4])[CH2:2][CH3:3])[O:16][C:15]2=[O:17])[CH:19]=[C:20]2[C:24]=1[N:23]([CH2:28][CH2:29][F:30])[C:22](=[O:31])[CH2:21]2. (2) Given the reactants [NH2:1][CH:2]1[C:24](=[O:25])[N:4]2[C:5]([C:21]([OH:23])=[O:22])=[C:6]([CH2:9][S:10][C:11]3[N:15]([CH2:16][S:17]([OH:20])(=[O:19])=[O:18])[N:14]=[N:13][N:12]=3)[CH2:7][S:8][C@H:3]12.[OH-].[Na+].[C:28](=[O:31])(O)[O-].[Na+].Cl.[C:34]([OH:37])(=O)[CH3:35].C(O)(=O)C.[CH2:42]([NH:51][CH2:52][CH2:53][NH:54][CH2:55][C:56]1[CH:61]=[CH:60][C:59]([O:62][CH3:63])=[CH:58][CH:57]=1)[C:43]1[CH:48]=[CH:47][C:46]([O:49][CH3:50])=[CH:45][CH:44]=1, predict the reaction product. The product is: [CH2:55]([NH:54][CH2:53][CH2:52][NH:51][CH2:42][C:43]1[CH:44]=[CH:45][C:46]([O:49][CH3:50])=[CH:47][CH:48]=1)[C:56]1[CH:61]=[CH:60][C:59]([O:62][CH3:63])=[CH:58][CH:57]=1.[C:28]([NH:1][CH:2]1[C:24](=[O:25])[N:4]2[C:5]([C:21]([OH:23])=[O:22])=[C:6]([CH2:9][S:10][C:11]3[N:15]([CH2:16][S:17]([OH:20])(=[O:18])=[O:19])[N:14]=[N:13][N:12]=3)[CH2:7][S:8][C@H:3]12)(=[O:31])[C@@H:34]([C:35]1[CH:47]=[CH:48][CH:43]=[CH:44][CH:45]=1)[OH:37]. (3) Given the reactants C([C:5]1[CH:12]=[C:11](C(C)(C)C)[CH:10]=[C:7]([CH:8]=O)[C:6]=1[OH:17])(C)(C)C.[C:18]([C:22]1[CH:27]=[C:26](C(C)(C)C)[CH:25]=[CH:24][C:23]=1[OH:32])(C)(C)C.[NH2:33][C@H:34]1CCCC[C@@H:35]1[NH2:40].O, predict the reaction product. The product is: [CH:11]1[CH:12]=[CH:5][C:6](=[O:17])/[C:7](=[CH:8]\[NH:33][CH2:34][CH2:35][NH:40]/[CH:18]=[C:22]2\[C:23]([CH:24]=[CH:25][CH:26]=[CH:27]\2)=[O:32])/[CH:10]=1.